From a dataset of Forward reaction prediction with 1.9M reactions from USPTO patents (1976-2016). Predict the product of the given reaction. (1) Given the reactants C([O-])(=O)C.[Na+].[OH:6][C:7]1[C:12]([C:13]#[N:14])=[C:11]([C:15]([F:18])([F:17])[F:16])[CH:10]=[C:9]([CH3:19])[N:8]=1, predict the reaction product. The product is: [NH2:14][CH2:13][C:12]1[C:7](=[O:6])[NH:8][C:9]([CH3:19])=[CH:10][C:11]=1[C:15]([F:16])([F:17])[F:18]. (2) Given the reactants [F:1][C:2]([F:29])([C:22]1[CH:27]=[CH:26][C:25]([F:28])=[CH:24][CH:23]=1)[C:3]1[N:4]=[C:5]([NH:15][C:16]2[CH:20]=[C:19]([CH3:21])[NH:18][N:17]=2)[C:6]2[S:11][C:10](S(C)=O)=[N:9][C:7]=2[N:8]=1.[C-:30]#[N:31].[K+], predict the reaction product. The product is: [F:1][C:2]([F:29])([C:22]1[CH:27]=[CH:26][C:25]([F:28])=[CH:24][CH:23]=1)[C:3]1[N:4]=[C:5]([NH:15][C:16]2[CH:20]=[C:19]([CH3:21])[NH:18][N:17]=2)[C:6]2[S:11][C:10]([C:30]#[N:31])=[N:9][C:7]=2[N:8]=1. (3) Given the reactants [CH2:1]([N:8]1[C:14](=[O:15])[C:13]2[CH:16]=[CH:17][C:18](F)=[N:19][C:12]=2[O:11][CH2:10][CH2:9]1)[C:2]1[CH:7]=[CH:6][CH:5]=[CH:4][CH:3]=1.[Cl:21][C:22]1[CH:27]=[CH:26][CH:25]=[CH:24][C:23]=1[OH:28].C(=O)([O-])[O-].[K+].[K+].CN(C=O)C, predict the reaction product. The product is: [CH2:1]([N:8]1[C:14](=[O:15])[C:13]2[CH:16]=[CH:17][C:18]([O:28][C:23]3[CH:24]=[CH:25][CH:26]=[CH:27][C:22]=3[Cl:21])=[N:19][C:12]=2[O:11][CH2:10][CH2:9]1)[C:2]1[CH:7]=[CH:6][CH:5]=[CH:4][CH:3]=1. (4) Given the reactants [H-].[Na+].[C:3]([C:5]1[CH:6]=[C:7]2[C:11](=[CH:12][CH:13]=1)[NH:10][C:9](=[O:14])[CH2:8]2)#[N:4].Cl[C:16]1[CH:21]=[CH:20][C:19]([CH2:22][N:23]2[CH2:28][CH2:27][O:26][CH2:25][CH2:24]2)=[CH:18][N+:17]=1[O-].P(Cl)(Cl)Cl, predict the reaction product. The product is: [OH:14][C:9]1[NH:10][C:11]2[C:7]([C:8]=1[C:16]1[CH:21]=[CH:20][C:19]([CH2:22][N:23]3[CH2:28][CH2:27][O:26][CH2:25][CH2:24]3)=[CH:18][N:17]=1)=[CH:6][C:5]([C:3]#[N:4])=[CH:13][CH:12]=2. (5) Given the reactants Cl[C:2]1[CH:3]=[C:4]2[N:11]([CH:12]([CH3:14])[CH3:13])[C:10]([CH3:16])([CH3:15])[CH2:9][N:5]2[C:6](=[O:8])[N:7]=1.[F:17][C:18]1[CH:23]=[C:22]([F:24])[CH:21]=[CH:20][C:19]=1[CH2:25][OH:26], predict the reaction product. The product is: [F:17][C:18]1[CH:23]=[C:22]([F:24])[CH:21]=[CH:20][C:19]=1[CH2:25][O:26][C:2]1[CH:3]=[C:4]2[N:11]([CH:12]([CH3:14])[CH3:13])[C:10]([CH3:16])([CH3:15])[CH2:9][N:5]2[C:6](=[O:8])[N:7]=1. (6) Given the reactants CC[N:3]([CH:7]([CH3:9])C)[CH:4]([CH3:6])C.[Br:10][C:11]1[C:12](Cl)=[C:13]([C:19](=[O:26])[C:20]([O:22][CH:23]([CH3:25])[CH3:24])=[O:21])[C:14]([CH3:18])=[N:15][C:16]=1[CH3:17], predict the reaction product. The product is: [Br:10][C:11]1[C:12]([N:3]2[CH2:4][CH2:6][C:20]([O:22][CH3:23])([CH3:19])[CH2:9][CH2:7]2)=[C:13]([C:19](=[O:26])[C:20]([O:22][CH:23]([CH3:25])[CH3:24])=[O:21])[C:14]([CH3:18])=[N:15][C:16]=1[CH3:17]. (7) The product is: [C:13]1([C:10]2[CH:9]=[C:6]3[C:7]([NH2:8])=[N:3][NH:2][C:5]3=[N:12][CH:11]=2)[CH:14]=[CH:15][CH:16]=[CH:17][CH:18]=1. Given the reactants O.[NH2:2][NH2:3].Cl[C:5]1[N:12]=[CH:11][C:10]([C:13]2[CH:18]=[CH:17][CH:16]=[CH:15][CH:14]=2)=[CH:9][C:6]=1[C:7]#[N:8], predict the reaction product.